From a dataset of CYP1A2 inhibition data for predicting drug metabolism from PubChem BioAssay. Regression/Classification. Given a drug SMILES string, predict its absorption, distribution, metabolism, or excretion properties. Task type varies by dataset: regression for continuous measurements (e.g., permeability, clearance, half-life) or binary classification for categorical outcomes (e.g., BBB penetration, CYP inhibition). Dataset: cyp1a2_veith. (1) The molecule is COc1ccccc1-c1cc(Nc2ccc(F)cc2)ncn1. The result is 1 (inhibitor). (2) The drug is O=C1CCCCCC1C1(O)C(=O)Nc2ccc(Br)cc21. The result is 0 (non-inhibitor). (3) The drug is O=C1CCCC=C1[C@@H](O)COCc1ccccc1. The result is 0 (non-inhibitor). (4) The molecule is O=c1c2ccccc2nnn1CSc1nnc(COc2ccc(Cl)cc2)n1Cc1ccco1. The result is 1 (inhibitor). (5) The drug is Cc1ccc(Cl)c(Nc2ccccc2C(=O)[O-])c1Cl.[Na+]. The result is 0 (non-inhibitor). (6) The molecule is CCCCc1c(CCC)c(=N)c2ccccc2n1C.I. The result is 1 (inhibitor). (7) The compound is c1ccc2c(c1)ncn2-c1ccc(-c2ccnc(-c3ccncc3)n2)cc1. The result is 1 (inhibitor). (8) The compound is FC(F)(F)c1nc(-c2ccncc2)ncc1-c1nnnn1-c1ccccc1. The result is 1 (inhibitor). (9) The result is 1 (inhibitor). The molecule is O=C(OCc1ccc(Cl)cc1Cl)c1cccnc1Cl. (10) The compound is CC(C)CN(C)c1nc(N)c(C(=O)N=C(N)N)nc1Cl. The result is 1 (inhibitor).